From a dataset of Catalyst prediction with 721,799 reactions and 888 catalyst types from USPTO. Predict which catalyst facilitates the given reaction. (1) Reactant: [CH:1](=O)[C:2]1[CH:7]=[CH:6][CH:5]=[C:4]([O:8][CH3:9])[CH:3]=1.[C:11](#[N:15])[CH2:12][C:13]#[N:14].N1CCCCC1.[NH2:22][C:23]1[C:28]([NH2:29])=[CH:27][CH:26]=[CH:25][C:24]=1[OH:30]. Product: [C:13]([C:12]1[CH:1]([C:2]2[CH:7]=[CH:6][CH:5]=[C:4]([O:8][CH3:9])[CH:3]=2)[C:25]2[C:24](=[C:23]([NH2:22])[C:28]([NH2:29])=[CH:27][CH:26]=2)[O:30][C:11]=1[NH2:15])#[N:14]. The catalyst class is: 40. (2) Reactant: [OH-:1].[Na+].[Cl:3][C:4]1[CH:5]=[C:6]([F:11])[C:7](F)=[N:8][CH:9]=1. Product: [Cl:3][C:4]1[CH:5]=[C:6]([F:11])[C:7]([OH:1])=[N:8][CH:9]=1. The catalyst class is: 6. (3) The catalyst class is: 19. Reactant: O=[C:2]1[C:10]2[C:5](=[CH:6][CH:7]=[CH:8][CH:9]=2)[C:4](=O)[N:3]1[CH2:12][CH2:13][CH2:14][C@H:15]([N:18](C)[C:19](=O)OCC1C=CC=CC=1)[CH2:16][OH:17].[H][H]. Product: [OH:17][CH2:16][C@@H:15]([NH:18][CH3:19])[CH2:14][CH2:13][CH2:12][N:3]1[CH2:2][C:10]2[C:5](=[CH:6][CH:7]=[CH:8][CH:9]=2)[CH2:4]1. (4) Reactant: Br[C:2]1[C:10]2[N:9]=[C:8]([CH:11]3[CH2:13][CH2:12]3)[N:7]([CH2:14][C:15]3[CH:20]=[CH:19][CH:18]=[C:17]([C:21]([F:24])([F:23])[F:22])[C:16]=3[CH3:25])[C:6]=2[CH:5]=[C:4]([N:26]2[CH2:31][CH2:30][O:29][CH2:28][CH2:27]2)[CH:3]=1.[B:32]1(B2OC(C)(C)C(C)(C)O2)[O:36]C(C)(C)C(C)(C)[O:33]1.CC(C1C=C(C(C)C)C(C2C=CC=CC=2P(C2CCCCC2)C2CCCCC2)=C(C(C)C)C=1)C.C([O-])(=O)C.[K+].Cl. Product: [CH:11]1([C:8]2[N:7]([CH2:14][C:15]3[CH:20]=[CH:19][CH:18]=[C:17]([C:21]([F:22])([F:23])[F:24])[C:16]=3[CH3:25])[C:6]3[CH:5]=[C:4]([N:26]4[CH2:31][CH2:30][O:29][CH2:28][CH2:27]4)[CH:3]=[C:2]([B:32]([OH:36])[OH:33])[C:10]=3[N:9]=2)[CH2:13][CH2:12]1. The catalyst class is: 488. (5) Product: [Cl:23][C:24]1[C:32]2[C:27](=[CH:28][C:29]([F:35])=[C:30]([CH2:61][NH:62][C:16](=[O:18])[C:15]3[CH:19]=[CH:20][N:21]=[C:13]([CH2:12][C:8]4[CH:9]=[C:10]5[C:5](=[C:6]([C:36]#[N:37])[CH:7]=4)[N:4]=[CH:3][C:2]([Cl:1])=[CH:11]5)[CH:14]=3)[CH:31]=2)[NH:26][CH:25]=1. Reactant: [Cl:1][C:2]1[CH:3]=[N:4][C:5]2[C:10]([CH:11]=1)=[CH:9][C:8]([CH2:12][C:13]1[CH:14]=[C:15]([CH:19]=[CH:20][N:21]=1)[C:16]([OH:18])=O)=[CH:7][CH:6]=2.Cl.[Cl:23][C:24]1[C:32]2[C:27](=[CH:28][C:29]([F:35])=[C:30](NC)[CH:31]=2)[NH:26][CH:25]=1.[CH3:36][N:37](C(ON1N=NC2C=CC=NC1=2)=[N+](C)C)C.F[P-](F)(F)(F)(F)F.C[CH2:61][N:62](CC)CC. The catalyst class is: 303. (6) The catalyst class is: 26. Reactant: [O:1]([CH2:8][C:9]([NH:11][C:12]1[NH:13][C:14](=[O:53])[C:15]2[N:16]=[CH:17][N:18]([C:51]=2[N:52]=1)[C@@H:19]1[O:50][C@H:24]([CH2:25][O:26][C:27]([C:44]2[CH:49]=[CH:48][CH:47]=[CH:46][CH:45]=2)([C:36]2[CH:41]=[CH:40][C:39]([O:42][CH3:43])=[CH:38][CH:37]=2)[C:28]2[CH:33]=[CH:32][C:31]([O:34][CH3:35])=[CH:30][CH:29]=2)[C@@H:22]([OH:23])[C@H:20]1[OH:21])=[O:10])[C:2]1[CH:7]=[CH:6][CH:5]=[CH:4][CH:3]=1.C(N(C(C)C)CC)(C)C.[C:63]([CH2:65][CH2:66][O:67][CH2:68]Cl)#[N:64].C(=O)(O)[O-].[Na+]. Product: [O:1]([CH2:8][C:9]([NH:11][C:12]1[NH:13][C:14](=[O:53])[C:15]2[N:16]=[CH:17][N:18]([C:51]=2[N:52]=1)[C@@H:19]1[O:50][C@H:24]([CH2:25][O:26][C:27]([C:44]2[CH:49]=[CH:48][CH:47]=[CH:46][CH:45]=2)([C:36]2[CH:41]=[CH:40][C:39]([O:42][CH3:43])=[CH:38][CH:37]=2)[C:28]2[CH:33]=[CH:32][C:31]([O:34][CH3:35])=[CH:30][CH:29]=2)[C@@H:22]([OH:23])[C@H:20]1[O:21][CH2:68][O:67][CH2:66][CH2:65][C:63]#[N:64])=[O:10])[C:2]1[CH:3]=[CH:4][CH:5]=[CH:6][CH:7]=1. (7) Reactant: Br[C:2]1[CH:7]=[CH:6][N:5]=[C:4]([O:8][CH3:9])[N:3]=1.[I:10][C:11]1[CH:15]=[CH:14][NH:13][N:12]=1.[H-].[Na+]. Product: [I:10][C:11]1[CH:15]=[CH:14][N:13]([C:2]2[CH:7]=[CH:6][N:5]=[C:4]([O:8][CH3:9])[N:3]=2)[N:12]=1. The catalyst class is: 16.